From a dataset of Forward reaction prediction with 1.9M reactions from USPTO patents (1976-2016). Predict the product of the given reaction. (1) The product is: [NH:12]([C:2]1[CH:7]=[CH:6][C:5]([C:8]([F:11])([F:10])[F:9])=[CH:4][N:3]=1)[NH2:13]. Given the reactants Cl[C:2]1[CH:7]=[CH:6][C:5]([C:8]([F:11])([F:10])[F:9])=[CH:4][N:3]=1.[NH2:12][NH2:13], predict the reaction product. (2) Given the reactants [F:1][C:2]1[CH:7]=[C:6]([F:8])[CH:5]=[CH:4][C:3]=1[N:9]1[C:17]2[CH:16]3[CH2:18][CH:13]([CH2:14][CH2:15]3)[C:12]=2[C:11]([C:19](=[N:22][C:23](=O)[C:24]([CH3:27])([CH3:26])[CH3:25])OC)=[N:10]1.O.[NH2:30][NH2:31], predict the reaction product. The product is: [C:24]([C:23]1[NH:31][N:30]=[C:19]([C:11]2[C:12]3[CH:13]4[CH2:18][CH:16]([CH2:15][CH2:14]4)[C:17]=3[N:9]([C:3]3[CH:4]=[CH:5][C:6]([F:8])=[CH:7][C:2]=3[F:1])[N:10]=2)[N:22]=1)([CH3:27])([CH3:26])[CH3:25]. (3) Given the reactants [CH3:1][N:2]1[CH:6]=[CH:5][CH:4]=[C:3]1[C:7](=[O:9])[CH3:8].ClS([N:14]=[C:15]=O)(=O)=O.CN(C)C=O.C(=O)([O-])[O-].[Na+].[Na+], predict the reaction product. The product is: [C:7]([C:3]1[N:2]([CH3:1])[CH:6]=[C:5]([C:15]#[N:14])[CH:4]=1)(=[O:9])[CH3:8].